From a dataset of Catalyst prediction with 721,799 reactions and 888 catalyst types from USPTO. Predict which catalyst facilitates the given reaction. Reactant: C(=O)([O-])[O-].[Cs+].[Cs+].Cl[CH2:8][C:9]1[S:37][C:12]2[N:13]([CH2:29][CH:30]3[CH2:34][O:33][C:32]([CH3:36])([CH3:35])[O:31]3)[CH:14]=[C:15]([C:18]([NH:20][CH2:21][C:22]3[CH:27]=[CH:26][C:25]([Cl:28])=[CH:24][CH:23]=3)=[O:19])[C:16](=[O:17])[C:11]=2[CH:10]=1.[O:38]1[CH:42]=[CH:41][CH:40]=[C:39]1[C@H:43]([OH:47])[CH2:44][NH:45][CH3:46]. Product: [Cl:28][C:25]1[CH:24]=[CH:23][C:22]([CH2:21][NH:20][C:18]([C:15]2[C:16](=[O:17])[C:11]3[CH:10]=[C:9]([CH2:8][N:45]([CH2:44][C@H:43]([C:39]4[O:38][CH:42]=[CH:41][CH:40]=4)[OH:47])[CH3:46])[S:37][C:12]=3[N:13]([CH2:29][CH:30]3[CH2:34][O:33][C:32]([CH3:35])([CH3:36])[O:31]3)[CH:14]=2)=[O:19])=[CH:27][CH:26]=1. The catalyst class is: 3.